This data is from Catalyst prediction with 721,799 reactions and 888 catalyst types from USPTO. The task is: Predict which catalyst facilitates the given reaction. (1) Reactant: [Cl:1][C:2]1[CH:3]=[CH:4][C:5]([O:11][C:12]([CH3:30])([C:14]2[N:18]([CH3:19])[C:17]([C:20]3[CH:25]=[CH:24][CH:23]=[CH:22][C:21]=3[C:26]([F:29])([F:28])[F:27])=[N:16][N:15]=2)[CH3:13])=[C:6]([CH:10]=1)[C:7](O)=[O:8].C1C=CC2N(O)[N:38]=[N:37]C=2C=1.O.NN. Product: [Cl:1][C:2]1[CH:3]=[CH:4][C:5]([O:11][C:12]([CH3:13])([C:14]2[N:18]([CH3:19])[C:17]([C:20]3[CH:25]=[CH:24][CH:23]=[CH:22][C:21]=3[C:26]([F:29])([F:27])[F:28])=[N:16][N:15]=2)[CH3:30])=[C:6]([CH:10]=1)[C:7]([NH:37][NH2:38])=[O:8]. The catalyst class is: 10. (2) Reactant: [N:1]12CCCN=C1CCCCC2.Cl.NC[C:15]1[CH:23]=[CH:22][CH:21]=[C:20]2[C:16]=1[C:17](=O)[N:18](C1CCC(=O)NC1=O)[C:19]2=[O:24].C(N=C=O)C1C=CC=CC=1. Product: [CH2:17]([NH:18][C:19]([NH2:1])=[O:24])[C:16]1[CH:20]=[CH:21][CH:22]=[CH:23][CH:15]=1. The catalyst class is: 23.